This data is from Reaction yield outcomes from USPTO patents with 853,638 reactions. The task is: Predict the reaction yield, written as a fraction of the theoretical maximum amount of product (1.0 means a 100% yield; for example, 0.34 means a 34% yield). (1) The reactants are Cl[C:2]1[C:11]2[C:6](=[CH:7][CH:8]=[C:9]([O:12][CH2:13][CH2:14][OH:15])[CH:10]=2)[N:5]=[C:4]([N:16]2[CH2:22][C:21]3[CH:23]=[CH:24][CH:25]=[CH:26][C:20]=3[S:19](=[O:28])(=[O:27])[CH2:18][CH2:17]2)[CH:3]=1.[CH2:29]([NH2:33])[CH2:30][CH2:31][NH2:32]. No catalyst specified. The product is [NH2:32][CH2:31][CH2:30][CH2:29][NH:33][C:2]1[C:11]2[C:6](=[CH:7][CH:8]=[C:9]([O:12][CH2:13][CH2:14][OH:15])[CH:10]=2)[N:5]=[C:4]([N:16]2[CH2:22][C:21]3[CH:23]=[CH:24][CH:25]=[CH:26][C:20]=3[S:19](=[O:28])(=[O:27])[CH2:18][CH2:17]2)[CH:3]=1. The yield is 0.358. (2) The reactants are [Si]([O:8][CH2:9][CH:10]1[CH2:15][N:14]2[N:16]=[C:17]([I:24])[C:18]([C:19]([O:21]CC)=[O:20])=[C:13]2[CH2:12][N:11]1[C:25](=[O:35])[NH:26][C:27]1[CH:32]=[CH:31][C:30]([C:33]#[N:34])=[CH:29][CH:28]=1)(C(C)(C)C)(C)C.[Li+].[OH-]. The catalyst is C1COCC1.O. The product is [C:33]([C:30]1[CH:29]=[CH:28][C:27]([NH:26][C:25]([N:11]2[CH:10]([CH2:9][OH:8])[CH2:15][N:14]3[N:16]=[C:17]([I:24])[C:18]([C:19]([OH:21])=[O:20])=[C:13]3[CH2:12]2)=[O:35])=[CH:32][CH:31]=1)#[N:34]. The yield is 0.740. (3) The reactants are COC1C=CC([C@@H]([N:11]([CH2:22][C:23]2[N:24]=[C:25]3[CH:30]=[CH:29][CH:28]=[C:27]([N:31]4[CH2:36][CH2:35][N:34]([CH3:37])[CH2:33][CH2:32]4)[N:26]3[CH:38]=2)[C@@H:12]2[C:21]3[N:20]=[CH:19][CH:18]=[CH:17][C:16]=3[CH2:15][CH2:14][CH2:13]2)C)=CC=1.[C:39]1([C:53]2[CH:58]=[CH:57][CH:56]=[CH:55][CH:54]=2)[CH:44]=[CH:43][C:42]([C:45]2C(C=O)=CC=CC=2)=[CH:41][CH:40]=1. No catalyst specified. The product is [C:39]1([C:53]2[CH:54]=[CH:55][CH:56]=[CH:57][CH:58]=2)[CH:40]=[CH:41][C:42]([CH2:45][N:11]([CH2:22][C:23]2[N:24]=[C:25]3[CH:30]=[CH:29][CH:28]=[C:27]([N:31]4[CH2:36][CH2:35][N:34]([CH3:37])[CH2:33][CH2:32]4)[N:26]3[CH:38]=2)[C@@H:12]2[C:21]3[N:20]=[CH:19][CH:18]=[CH:17][C:16]=3[CH2:15][CH2:14][CH2:13]2)=[CH:43][CH:44]=1. The yield is 0.520. (4) The reactants are [C:1]([C:5]1[CH:6]=[C:7]2[C:12](=[C:13]([F:15])[CH:14]=1)[C:11](=[O:16])[N:10]([CH2:17][C:18]1[CH:23]=[CH:22][C:21]([C:24]3[CH:29]=[CH:28][N:27]=[C:26]([O:30]C)[CH:25]=3)=[CH:20][CH:19]=1)[N:9]=[CH:8]2)([CH3:4])([CH3:3])[CH3:2].P(Br)(Br)Br. No catalyst specified. The product is [C:1]([C:5]1[CH:6]=[C:7]2[C:12](=[C:13]([F:15])[CH:14]=1)[C:11](=[O:16])[N:10]([CH2:17][C:18]1[CH:23]=[CH:22][C:21]([C:24]3[CH:29]=[CH:28][NH:27][C:26](=[O:30])[CH:25]=3)=[CH:20][CH:19]=1)[N:9]=[CH:8]2)([CH3:4])([CH3:2])[CH3:3]. The yield is 0.520.